From a dataset of Reaction yield outcomes from USPTO patents with 853,638 reactions. Predict the reaction yield, written as a fraction of the theoretical maximum amount of product (1.0 means a 100% yield; for example, 0.34 means a 34% yield). (1) The reactants are [F:1][C:2]1[CH:7]=[CH:6][C:5]([CH:8]([C:10]2[CH:15]=[CH:14][C:13]([F:16])=[CH:12][CH:11]=2)O)=[CH:4][CH:3]=1.[BrH:17]. No catalyst specified. The product is [Br:17][CH:8]([C:10]1[CH:15]=[CH:14][C:13]([F:16])=[CH:12][CH:11]=1)[C:5]1[CH:6]=[CH:7][C:2]([F:1])=[CH:3][CH:4]=1. The yield is 0.760. (2) The reactants are [F:1][C:2]1[CH:9]=[C:8](F)[C:7]([F:11])=[CH:6][C:3]=1[C:4]#[N:5].[NH2:12][NH2:13]. The catalyst is O1CCOCC1. The product is [NH:12]([C:8]1[C:7]([F:11])=[CH:6][C:3]([C:4]#[N:5])=[C:2]([F:1])[CH:9]=1)[NH2:13]. The yield is 0.930. (3) The reactants are [CH3:1][C:2]1[C:16](=[O:17])[N:15]=[C:14]2[N:4]([C@@H:5]3[O:9][C@H:8]([CH2:10][OH:11])[C@@H:7]([OH:12])[C@@H:6]3[O:13]2)[CH:3]=1.[CH3:18][O:19][CH2:20][CH2:21][O:22]B([O:22][CH2:21][CH2:20][O:19][CH3:18])[O:22][CH2:21][CH2:20][O:19][CH3:18]. The catalyst is COCCO. The product is [CH3:18][O:19][CH2:20][CH2:21][O:22][C@@H:6]1[C@H:7]([OH:12])[C@@H:8]([CH2:10][OH:11])[O:9][C@H:5]1[N:4]1[CH:3]=[C:2]([CH3:1])[C:16](=[O:17])[NH:15][C:14]1=[O:13]. The yield is 0.630. (4) The product is [CH:1]([N:4]1[C:8]2[CH:9]=[CH:10][CH:11]=[CH:12][C:7]=2[N:6]([C:43]([NH:21][CH2:22][CH:23]2[CH2:28][CH2:27][N:26]([CH2:29][C:30]3([C:36]([O:38][C:39]([CH3:42])([CH3:41])[CH3:40])=[O:37])[CH2:35][CH2:34][O:33][CH2:32][CH2:31]3)[CH2:25][CH2:24]2)=[O:44])[C:5]1=[O:13])([CH3:3])[CH3:2]. The catalyst is C(Cl)Cl. The reactants are [CH:1]([N:4]1[C:8]2[CH:9]=[CH:10][CH:11]=[CH:12][C:7]=2[NH:6][C:5]1=[O:13])([CH3:3])[CH3:2].CCN(CC)CC.[NH2:21][CH2:22][CH:23]1[CH2:28][CH2:27][N:26]([CH2:29][C:30]2([C:36]([O:38][C:39]([CH3:42])([CH3:41])[CH3:40])=[O:37])[CH2:35][CH2:34][O:33][CH2:32][CH2:31]2)[CH2:25][CH2:24]1.[C:43]([O-])(O)=[O:44].[Na+]. The yield is 1.00. (5) The catalyst is CCOC(C)=O.O.C1COCC1. The yield is 0.680. The product is [Cl:20][C:21]1[CH:22]=[C:23]([CH:28]=[CH:29][CH:30]=1)[C:24]([NH:26][NH:27][C:12](=[O:14])[C@H:11]([NH:10][C:4]1[CH:5]=[CH:6][C:7]([C:8]#[N:9])=[C:2]([Cl:1])[C:3]=1[CH3:18])[C@@H:15]([OH:17])[CH3:16])=[O:25]. The reactants are [Cl:1][C:2]1[C:3]([CH2:18]C)=[C:4]([NH:10][C@H:11]([C@@H:15]([OH:17])[CH3:16])[C:12]([OH:14])=O)[CH:5]=[CH:6][C:7]=1[C:8]#[N:9].[Cl:20][C:21]1[CH:22]=[C:23]([CH:28]=[CH:29][CH:30]=1)[C:24]([NH:26][NH2:27])=[O:25].O.ON1C2C=CC=CC=2N=N1.C(N(CC)CC)C.C(O)(=O)CC(CC(O)=O)(C(O)=O)O. (6) The reactants are [CH3:1][O:2][C:3](=[O:11])[C:4]1[CH:9]=[CH:8][CH:7]=[N:6][C:5]=1Cl.[NH2:12][CH2:13][C:14]1[CH:19]=[CH:18][N:17]=[CH:16][CH:15]=1.C(OCC)(=O)C. The catalyst is C(=O)(O)[O-].[Na+]. The yield is 0.240. The product is [CH3:1][O:2][C:3](=[O:11])[C:4]1[CH:9]=[CH:8][CH:7]=[N:6][C:5]=1[NH:12][CH2:13][C:14]1[CH:19]=[CH:18][N:17]=[CH:16][CH:15]=1. (7) The reactants are C(OC([N:8]1[CH2:11][C:10]2([CH2:14][N:13]([C:15]3([C:27]4[CH:32]=[C:31]([O:33][CH3:34])[CH:30]=[CH:29][C:28]=4[O:35][CH2:36][CH3:37])[C:23]4[C:18](=[CH:19][CH:20]=[C:21]([C:24]#[N:25])[CH:22]=4)[NH:17][C:16]3=[O:26])[CH2:12]2)[CH2:9]1)=O)(C)(C)C.C(O)(C(F)(F)F)=O. The catalyst is C(Cl)Cl. The product is [CH2:9]1[C:10]2([CH2:12][N:13]([C:15]3([C:27]4[CH:32]=[C:31]([O:33][CH3:34])[CH:30]=[CH:29][C:28]=4[O:35][CH2:36][CH3:37])[C:23]4[C:18](=[CH:19][CH:20]=[C:21]([C:24]#[N:25])[CH:22]=4)[NH:17][C:16]3=[O:26])[CH2:14]2)[CH2:11][NH:8]1. The yield is 0.950. (8) The reactants are [CH3:1][N:2]([CH3:37])[CH2:3][C:4]#[C:5][C:6]1[CH:7]=[C:8]([NH:16][C:17]2[N:18]=[CH:19][C:20]3[CH2:21][C:22](=[O:36])[NH:23][C:24]4[CH:31]=[C:30]([C:32]([F:35])([F:34])[F:33])[CH:29]=[CH:28][C:25]=4[C:26]=3[N:27]=2)[C:9]([C:12]([F:15])([F:14])[F:13])=[N:10][CH:11]=1.CCO. The catalyst is [Ni].C1COCC1. The product is [CH3:37][N:2]([CH3:1])[CH2:3][CH2:4][CH2:5][C:6]1[CH:7]=[C:8]([NH:16][C:17]2[N:18]=[CH:19][C:20]3[CH2:21][C:22](=[O:36])[NH:23][C:24]4[CH:31]=[C:30]([C:32]([F:34])([F:33])[F:35])[CH:29]=[CH:28][C:25]=4[C:26]=3[N:27]=2)[C:9]([C:12]([F:15])([F:14])[F:13])=[N:10][CH:11]=1. The yield is 0.780.